Dataset: Forward reaction prediction with 1.9M reactions from USPTO patents (1976-2016). Task: Predict the product of the given reaction. (1) Given the reactants [F:1][C:2]([F:12])([F:11])[C:3]1[N:8]=[CH:7][C:6]([NH2:9])=[C:5]([NH2:10])[CH:4]=1.C(=O)(OC(C)(C)C)[O:14][C:15]([O:17][C:18]([CH3:21])([CH3:20])[CH3:19])=O, predict the reaction product. The product is: [NH2:10][C:5]1[CH:4]=[C:3]([C:2]([F:1])([F:11])[F:12])[N:8]=[CH:7][C:6]=1[NH:9][C:15](=[O:14])[O:17][C:18]([CH3:21])([CH3:20])[CH3:19]. (2) Given the reactants [Cl:1][C:2]1[CH:3]=[CH:4][C:5]([CH2:8][CH2:9][C:10]2[CH:15]=[CH:14][N:13]([C:16]3[CH:21]=[CH:20][C:19]4[C:22]5[CH2:27][CH2:26][N:25](C(OC(C)(C)C)=O)[CH2:24][C:23]=5[S:35][C:18]=4[CH:17]=3)[C:12](=[O:36])[CH:11]=2)=[N:6][CH:7]=1.Cl, predict the reaction product. The product is: [ClH:1].[Cl:1][C:2]1[CH:3]=[CH:4][C:5]([CH2:8][CH2:9][C:10]2[CH:15]=[CH:14][N:13]([C:16]3[CH:21]=[CH:20][C:19]4[C:22]5[CH2:27][CH2:26][NH:25][CH2:24][C:23]=5[S:35][C:18]=4[CH:17]=3)[C:12](=[O:36])[CH:11]=2)=[N:6][CH:7]=1. (3) Given the reactants [CH3:1][C:2]([O:5][C:6]([N:8]([CH3:14])[C@H:9]([C:11]([OH:13])=O)[CH3:10])=[O:7])([CH3:4])[CH3:3].ON1C2C=CC=CC=2N=N1.C(N(C(C)C)CC)(C)C.[NH2:34][C:35]1[CH:36]=[CH:37][C:38]([O:53][CH3:54])=[C:39]([NH:41][S:42]([C:45]2[CH:50]=[CH:49][C:48](Br)=[CH:47][C:46]=2[Cl:52])(=[O:44])=[O:43])[CH:40]=1, predict the reaction product. The product is: [Cl:52][C:46]1[CH:47]=[CH:48][CH:49]=[CH:50][C:45]=1[S:42]([NH:41][C:39]1[CH:40]=[C:35]([NH:34][C:11](=[O:13])[C@@H:9]([N:8]([CH3:14])[C:6](=[O:7])[O:5][C:2]([CH3:1])([CH3:3])[CH3:4])[CH3:10])[CH:36]=[CH:37][C:38]=1[O:53][CH3:54])(=[O:43])=[O:44]. (4) The product is: [Cl:13][C:14]1[S:18][C:17]([CH2:19][N:9]2[C:10]3[C:6](=[CH:5][C:4]([N+:1]([O-:3])=[O:2])=[CH:12][CH:11]=3)[CH2:7][CH2:8]2)=[CH:16][CH:15]=1. Given the reactants [N+:1]([C:4]1[CH:5]=[C:6]2[C:10](=[CH:11][CH:12]=1)[NH:9][CH2:8][CH2:7]2)([O-:3])=[O:2].[Cl:13][C:14]1[S:18][C:17]([CH:19]=O)=[CH:16][CH:15]=1.[BH3-]C#N.[Na+], predict the reaction product. (5) Given the reactants Br[C:2]1[C:3]([NH2:9])=[N:4][CH:5]=[C:6]([Br:8])[N:7]=1.COCCOC.[C:16]([C:20]1[C:21]([Cl:29])=[C:22]([C:26](Cl)=[O:27])[N:23]([CH3:25])[N:24]=1)([CH3:19])([CH3:18])[CH3:17].[NH4+].[Cl-].[CH3:32][O:33][C:34]1[CH:41]=[CH:40][C:37]([CH2:38][NH2:39])=[CH:36][CH:35]=1, predict the reaction product. The product is: [Br:8][C:6]1[N:7]=[C:2]([NH:39][CH2:38][C:37]2[CH:40]=[CH:41][C:34]([O:33][CH3:32])=[CH:35][CH:36]=2)[C:3]([NH:9][C:26]([C:22]2[N:23]([CH3:25])[N:24]=[C:20]([C:16]([CH3:19])([CH3:18])[CH3:17])[C:21]=2[Cl:29])=[O:27])=[N:4][CH:5]=1.